From a dataset of Reaction yield outcomes from USPTO patents with 853,638 reactions. Predict the reaction yield, written as a fraction of the theoretical maximum amount of product (1.0 means a 100% yield; for example, 0.34 means a 34% yield). (1) The reactants are C(BBr)#N.[CH2:5]([N:7]([CH3:9])[CH3:8])[CH3:6].[C:10]([BH:12][F:13])#[N:11].CN(C)C. The product is [C:10]([BH:12][F:13])#[N:11].[CH2:5]([N:7]([CH3:9])[CH3:8])[CH3:6]. No catalyst specified. The yield is 0.630. (2) The reactants are [OH-].[Li+].[Br:3][C:4]1[N:9]=[CH:8][C:7]([CH2:10][CH2:11][C:12]([CH3:22])([S:18]([CH3:21])(=[O:20])=[O:19])[C:13]([O:15]CC)=[O:14])=[CH:6][CH:5]=1.O1CCCC1CO.O.Cl. The catalyst is O. The product is [Br:3][C:4]1[N:9]=[CH:8][C:7]([CH2:10][CH2:11][C:12]([CH3:22])([S:18]([CH3:21])(=[O:20])=[O:19])[C:13]([OH:15])=[O:14])=[CH:6][CH:5]=1. The yield is 0.980. (3) The reactants are [F:1][C:2]1[CH:7]=[CH:6][C:5]([CH2:8][CH:9]([CH:13]([OH:24])[C:14]2[CH:19]=[CH:18][C:17]([C:20]([F:23])([F:22])[F:21])=[CH:16][CH:15]=2)C(O)=O)=[CH:4][CH:3]=1.C1(P(N=[N+]=[N-])(C2C=CC=CC=2)=[O:32])C=CC=CC=1.C([N:44]([CH2:47]C)CC)C. The catalyst is O1CCCC1.O. The product is [F:1][C:2]1[CH:3]=[CH:4][C:5]([CH2:8][CH:9]2[CH:13]([C:14]3[CH:19]=[CH:18][C:17]([C:20]([F:21])([F:23])[F:22])=[CH:16][CH:15]=3)[O:24][C:47](=[O:32])[NH:44]2)=[CH:6][CH:7]=1. The yield is 0.920. (4) The reactants are [CH2:1]([O:3][C:4]1[CH:9]=[CH:8][C:7]([S:10](Cl)(=[O:12])=[O:11])=[CH:6][C:5]=1[C:14]1[NH:19][C:18](=[O:20])[C:17]2=[C:21]([CH2:27][CH3:28])[N:22]=[C:23]([CH2:24][CH2:25][CH3:26])[N:16]2[N:15]=1)[CH3:2].CN(C1C=CC=CN=1)C.[CH2:38]([NH:40][CH2:41][CH2:42][OH:43])[CH3:39]. The catalyst is ClCCl. The product is [CH2:1]([O:3][C:4]1[CH:9]=[CH:8][C:7]([S:10]([N:40]([CH2:38][CH3:39])[CH2:41][CH2:42][OH:43])(=[O:12])=[O:11])=[CH:6][C:5]=1[C:14]1[NH:19][C:18](=[O:20])[C:17]2=[C:21]([CH2:27][CH3:28])[N:22]=[C:23]([CH2:24][CH2:25][CH3:26])[N:16]2[N:15]=1)[CH3:2]. The yield is 0.630. (5) The reactants are [CH2:1]1[CH:6]2[CH2:7][C:8]3([C:10]([OH:12])=O)[CH2:9][CH:2]1[CH2:3][CH:4]3[CH2:5]2.[S:13]1[CH:17]=[CH:16][CH:15]=[C:14]1[CH2:18]N.[CH2:20]([N:22](CC)CC)C.CCN=C=NCCCN(C)C. The catalyst is C(Cl)Cl.CN(C1C=CN=CC=1)C. The product is [S:13]1[CH:17]=[CH:16][CH:15]=[C:14]1[CH2:18][CH2:20][NH:22][C:10]([C:8]12[CH2:7][CH:6]3[CH2:1][CH:2]([CH2:3][CH:4]1[CH2:5]3)[CH2:9]2)=[O:12]. The yield is 0.870. (6) The reactants are [F:1][C:2]1[CH:3]=[C:4]([CH:30]=[CH:31][C:32]=1[F:33])[CH2:5][N:6]1[C:11](=[O:12])[CH:10]=[CH:9][C:8]([CH2:13][C:14]2[C:22]3[C:17](=[CH:18][CH:19]=[C:20]([F:23])[CH:21]=3)[N:16]([CH2:24][C:25]([O:27]C)=[O:26])[C:15]=2[CH3:29])=[CH:7]1.O.[OH-].[Li+]. No catalyst specified. The product is [F:1][C:2]1[CH:3]=[C:4]([CH:30]=[CH:31][C:32]=1[F:33])[CH2:5][N:6]1[C:11](=[O:12])[CH:10]=[CH:9][C:8]([CH2:13][C:14]2[C:22]3[C:17](=[CH:18][CH:19]=[C:20]([F:23])[CH:21]=3)[N:16]([CH2:24][C:25]([OH:27])=[O:26])[C:15]=2[CH3:29])=[CH:7]1. The yield is 0.700. (7) The product is [S:12]1[CH2:13][CH2:14][NH:1][C:2]2[CH:3]=[C:4]([C:5]([O:7][CH3:8])=[O:6])[CH:9]=[CH:10][C:11]1=2. The yield is 0.496. The reactants are [NH2:1][C:2]1[CH:3]=[C:4]([CH:9]=[CH:10][C:11]=1[S:12][CH2:13][CH2:14]Cl)[C:5]([O:7][CH3:8])=[O:6].[I-].[Na+]. The catalyst is CC(=O)CC. (8) The reactants are C([C:4]1([C:10]2[C:18]3[C:13](=[CH:14][CH:15]=[C:16]([NH:19][C:20]([C:22]4[CH:27]=[CH:26][C:25]([NH2:28])=[CH:24][CH:23]=4)=[O:21])[CH:17]=3)[NH:12][N:11]=2)[CH:9]=[CH:8][CH:7]=[CH:6][CH2:5]1)(=O)C.Cl. The catalyst is N.CO. The product is [NH2:28][C:25]1[CH:24]=[CH:23][C:22]([C:20]([NH:19][C:16]2[CH:17]=[C:18]3[C:13](=[CH:14][CH:15]=2)[NH:12][N:11]=[C:10]3[C:4]2[CH:5]=[CH:6][CH:7]=[CH:8][CH:9]=2)=[O:21])=[CH:27][CH:26]=1. The yield is 0.920. (9) The reactants are [CH2:1]([O:3][CH2:4][O:5][C:6]1[C:13]([CH3:14])=[CH:12][CH:11]=[CH:10][C:7]=1[CH:8]=[O:9])[CH3:2].[BH4-].[Na+]. The catalyst is CO. The product is [CH2:1]([O:3][CH2:4][O:5][C:6]1[C:13]([CH3:14])=[CH:12][CH:11]=[CH:10][C:7]=1[CH2:8][OH:9])[CH3:2]. The yield is 1.00.